This data is from Full USPTO retrosynthesis dataset with 1.9M reactions from patents (1976-2016). The task is: Predict the reactants needed to synthesize the given product. (1) Given the product [C:17]([O:16][C:14](=[O:15])[CH2:13][N:12]1[C:11]2[CH:21]=[CH:22][CH:23]=[CH:24][C:10]=2[N:9]=[C:8]1[S:7][CH2:29][C:28]1[CH:31]=[CH:32][CH:33]=[CH:34][C:27]=1[O:26][CH3:25])([CH3:19])([CH3:20])[CH3:18], predict the reactants needed to synthesize it. The reactants are: C([O-])([O-])=O.[K+].[K+].[SH:7][C:8]1[N:12]([CH2:13][C:14]([O:16][C:17]([CH3:20])([CH3:19])[CH3:18])=[O:15])[C:11]2[CH:21]=[CH:22][CH:23]=[CH:24][C:10]=2[N:9]=1.[CH3:25][O:26][C:27]1[CH:34]=[CH:33][CH:32]=[CH:31][C:28]=1[CH2:29]Cl. (2) Given the product [CH3:29][C:30]([CH3:35])([CH3:34])[C:31]([N:23]([N:12]1[C:11](=[O:28])[C:10]2[C:15](=[CH:16][C:17]([C:18]([F:20])([F:21])[F:19])=[C:8]([C:7]3[N:3]([CH2:1][CH3:2])[N:4]=[CH:5][CH:6]=3)[CH:9]=2)[NH:14][C:13]1=[O:22])[S:24]([CH3:27])(=[O:25])=[O:26])=[O:32], predict the reactants needed to synthesize it. The reactants are: [CH2:1]([N:3]1[C:7]([C:8]2[CH:9]=[C:10]3[C:15](=[CH:16][C:17]=2[C:18]([F:21])([F:20])[F:19])[NH:14][C:13](=[O:22])[N:12]([NH:23][S:24]([CH3:27])(=[O:26])=[O:25])[C:11]3=[O:28])=[CH:6][CH:5]=[N:4]1)[CH3:2].[CH3:29][C:30]([CH3:35])([CH3:34])[C:31](Cl)=[O:32].